Dataset: Forward reaction prediction with 1.9M reactions from USPTO patents (1976-2016). Task: Predict the product of the given reaction. (1) Given the reactants [F:1][C:2]1[CH:7]=[CH:6][CH:5]=[CH:4][C:3]=1[CH:8]1[C:13]([C:14]#[N:15])=[C:12]([C:16]2[CH:21]=[CH:20][C:19]([O:22][CH3:23])=[CH:18][CH:17]=2)[NH:11][C:10]2[NH:24][N:25]=[C:26]([CH3:27])[C:9]1=2, predict the reaction product. The product is: [F:1][C:2]1[CH:7]=[CH:6][CH:5]=[CH:4][C:3]=1[C:8]1[C:13]([C:14]#[N:15])=[C:12]([C:16]2[CH:21]=[CH:20][C:19]([O:22][CH3:23])=[CH:18][CH:17]=2)[N:11]=[C:10]2[NH:24][N:25]=[C:26]([CH3:27])[C:9]=12. (2) Given the reactants [Cl:1][C:2]1[CH:7]=[CH:6][C:5]([CH2:8][N:9]2[CH2:14][CH2:13][NH:12][CH2:11][CH2:10]2)=[C:4]([N:15]2[CH2:20][CH2:19][CH:18]([C:21]([N:23]3[CH2:27][CH2:26][CH2:25][CH2:24]3)=[O:22])[CH2:17][CH2:16]2)[CH:3]=1.[C:28](=O)([O:37]N1C(=O)CCC1=O)[O:29][N:30]1[C:34](=[O:35])[CH2:33][CH2:32][C:31]1=[O:36].ClCCl.C(N(CC)C(C)C)(C)C, predict the reaction product. The product is: [Cl:1][C:2]1[CH:7]=[CH:6][C:5]([CH2:8][N:9]2[CH2:14][CH2:13][N:12]([C:28]([O:29][N:30]3[C:34](=[O:35])[CH2:33][CH2:32][C:31]3=[O:36])=[O:37])[CH2:11][CH2:10]2)=[C:4]([N:15]2[CH2:20][CH2:19][CH:18]([C:21]([N:23]3[CH2:27][CH2:26][CH2:25][CH2:24]3)=[O:22])[CH2:17][CH2:16]2)[CH:3]=1. (3) The product is: [F:1][C:2]([F:7])([F:6])[C:3]([OH:5])=[O:4].[OH:8][C:9]1([C:22]2[S:23][C:24]([C:27]3[CH:32]=[C:31]([CH3:33])[CH:30]=[C:29]([NH:34][C:35]4[CH:40]=[C:39]([C:41]([F:43])([F:44])[F:42])[CH:38]=[CH:37][N:36]=4)[N:28]=3)=[CH:25][N:26]=2)[CH2:18][CH2:17][CH2:16][C:15]2[CH:14]=[C:13]([C:19]([NH2:54])=[O:21])[CH:12]=[CH:11][C:10]1=2. Given the reactants [F:1][C:2]([F:7])([F:6])[C:3]([OH:5])=[O:4].[OH:8][C:9]1([C:22]2[S:23][C:24]([C:27]3[CH:32]=[C:31]([CH3:33])[CH:30]=[C:29]([NH:34][C:35]4[CH:40]=[C:39]([C:41]([F:44])([F:43])[F:42])[CH:38]=[CH:37][N:36]=4)[N:28]=3)=[CH:25][N:26]=2)[CH2:18][CH2:17][CH2:16][C:15]2[CH:14]=[C:13]([C:19]([OH:21])=O)[CH:12]=[CH:11][C:10]1=2.[Cl-].[NH4+].F[P-](F)(F)(F)(F)F.[N:54]1(OC(N(C)C)=[N+](C)C)C2N=CC=CC=2N=N1.C(N(C(C)C)CC)(C)C, predict the reaction product. (4) Given the reactants [OH-].[K+].O.[C:4]([OH:16])(=[O:15])[CH2:5][C:6]([CH2:11][C:12]([OH:14])=[O:13])([C:8]([OH:10])=[O:9])[OH:7], predict the reaction product. The product is: [C:4]([OH:16])(=[O:15])[CH2:5][C:6]([CH2:11][C:12]([OH:14])=[O:13])([C:8]([OH:10])=[O:9])[OH:7]. (5) The product is: [Cl:15][CH2:9][C:8]([C:5]1[CH:6]=[CH:7][C:2]([Cl:1])=[CH:3][C:4]=1[F:11])=[O:10]. Given the reactants [Cl:1][C:2]1[CH:7]=[CH:6][C:5]([C:8](=[O:10])[CH3:9])=[C:4]([F:11])[CH:3]=1.S(Cl)([Cl:15])(=O)=O, predict the reaction product. (6) Given the reactants CP(C1C=CC(N)=C(S(C(C)C)(=O)=O)C=1)(C)=O.ClC1N=C(Cl)C(Cl)=CN=1.Cl[C:28]1[N:33]=[C:32]([NH:34][C:35]2[CH:40]=[CH:39][C:38]([P:41]([CH3:44])([CH3:43])=[O:42])=[CH:37][C:36]=2[S:45]([CH:48]([CH3:50])[CH3:49])(=[O:47])=[O:46])[C:31]([Cl:51])=[CH:30][N:29]=1.[N:52]1[CH:57]=[CH:56][CH:55]=[CH:54][C:53]=1[N:58]1[CH2:63][CH2:62][N:61]([C:64]2[O:68][C:67]([NH2:69])=[N:66][N:65]=2)[CH2:60][CH2:59]1, predict the reaction product. The product is: [Cl:51][C:31]1[C:32]([NH:34][C:35]2[CH:40]=[CH:39][C:38]([P:41]([CH3:44])([CH3:43])=[O:42])=[CH:37][C:36]=2[S:45]([CH:48]([CH3:50])[CH3:49])(=[O:47])=[O:46])=[N:33][C:28]([NH:69][C:67]2[O:68][C:64]([N:61]3[CH2:60][CH2:59][N:58]([C:53]4[CH:54]=[CH:55][CH:56]=[CH:57][N:52]=4)[CH2:63][CH2:62]3)=[N:65][N:66]=2)=[N:29][CH:30]=1.